From a dataset of Full USPTO retrosynthesis dataset with 1.9M reactions from patents (1976-2016). Predict the reactants needed to synthesize the given product. (1) Given the product [Br:1][C:2]1[C:3]([O:11][CH3:12])=[CH:4][C:5]([Cl:10])=[C:15]([CH:9]=1)[C:16]([OH:13])=[O:17], predict the reactants needed to synthesize it. The reactants are: [Br:1][C:2]1[C:3]([O:11][CH3:12])=[CH:4][C:5]([Cl:10])=C([CH:9]=1)C#N.[OH-:13].[Na+].[CH3:15][CH2:16][OH:17]. (2) Given the product [F:1][C:2]([F:13])([F:12])[C:3]1[N:4]=[CH:5][C:6]([C:29]2[C:41]3[C:40]4[C:35](=[CH:36][CH:37]=[CH:38][CH:39]=4)[NH:34][C:33]=3[CH:32]=[CH:31][CH:30]=2)=[CH:7][CH:8]=1, predict the reactants needed to synthesize it. The reactants are: [F:1][C:2]([F:13])([F:12])[C:3]1[CH:8]=[CH:7][C:6](B(O)O)=[CH:5][N:4]=1.C(=O)([O-])[O-].[Cs+].[Cs+].ClCCl.FC(F)(F)S(O[C:29]1[C:41]2[C:40]3[C:35](=[CH:36][CH:37]=[CH:38][CH:39]=3)[NH:34][C:33]=2[CH:32]=[CH:31][CH:30]=1)(=O)=O. (3) Given the product [CH2:1]([N:8]1[CH:17]=[C:16]([CH2:18][C:25]2[C:24]3[C:28](=[CH:29][CH:30]=[C:22]([F:21])[CH:23]=3)[N:27]([CH2:31][C:32]([O:34][CH3:35])=[O:33])[C:26]=2[CH3:36])[C:15]2[C:10](=[CH:11][CH:12]=[CH:13][CH:14]=2)[C:9]1=[O:20])[C:2]1[CH:3]=[CH:4][CH:5]=[CH:6][CH:7]=1, predict the reactants needed to synthesize it. The reactants are: [CH2:1]([N:8]1[CH:17]=[C:16]([CH:18]=O)[C:15]2[C:10](=[CH:11][CH:12]=[CH:13][CH:14]=2)[C:9]1=[O:20])[C:2]1[CH:7]=[CH:6][CH:5]=[CH:4][CH:3]=1.[F:21][C:22]1[CH:23]=[C:24]2[C:28](=[CH:29][CH:30]=1)[N:27]([CH2:31][C:32]([O:34][CH3:35])=[O:33])[C:26]([CH3:36])=[CH:25]2.C([SiH](CC)CC)C.FC(F)(F)C(O)=O.C([O-])(O)=O.[Na+]. (4) The reactants are: [Cl:1][C:2]1[CH:3]=[CH:4][C:5]([CH2:9][OH:10])=[C:6]([OH:8])[CH:7]=1.Br[CH2:12][CH2:13][C:14]1[CH:19]=[CH:18][CH:17]=[CH:16][CH:15]=1.C([O-])([O-])=O.[K+].[K+]. Given the product [Cl:1][C:2]1[CH:3]=[CH:4][C:5]([CH2:9][OH:10])=[C:6]([O:8][CH:13]([C:14]2[CH:19]=[CH:18][CH:17]=[CH:16][CH:15]=2)[CH3:12])[CH:7]=1, predict the reactants needed to synthesize it. (5) Given the product [CH2:23]([Sn:18]([CH2:14][CH2:15][CH2:16][CH3:17])([CH2:19][CH2:20][CH2:21][CH3:22])/[CH:5]=[CH:6]\[CH2:7][NH2:8])[CH2:24][CH2:25][CH3:26], predict the reactants needed to synthesize it. The reactants are: C[Si]([CH:5]=[CH:6][CH2:7][NH2:8])(C)C.C([Li])CCC.[CH2:14]([Sn:18](Cl)([CH2:23][CH2:24][CH2:25][CH3:26])[CH2:19][CH2:20][CH2:21][CH3:22])[CH2:15][CH2:16][CH3:17].